From a dataset of Forward reaction prediction with 1.9M reactions from USPTO patents (1976-2016). Predict the product of the given reaction. Given the reactants [CH3:1][O:2][C:3]1[CH:8]=[CH:7][C:6]([CH2:9][N:10]2[C:15](=[O:16])[CH:14]=[C:13]([CH2:17][CH2:18][C:19](OCCCC)=[O:20])[C:12](=[O:26])[NH:11]2)=[CH:5][CH:4]=1.[H-].[Al+3].[Li+].[H-].[H-].[H-].Cl, predict the reaction product. The product is: [OH:20][CH2:19][CH2:18][CH2:17][C:13]1[C:12](=[O:26])[NH:11][N:10]([CH2:9][C:6]2[CH:5]=[CH:4][C:3]([O:2][CH3:1])=[CH:8][CH:7]=2)[C:15](=[O:16])[CH:14]=1.